The task is: Predict the reaction yield, written as a fraction of the theoretical maximum amount of product (1.0 means a 100% yield; for example, 0.34 means a 34% yield).. This data is from Reaction yield outcomes from USPTO patents with 853,638 reactions. (1) No catalyst specified. The yield is 0.860. The product is [CH3:16][O:10][C:9](=[O:11])[CH2:8][C:5]1[CH:4]=[CH:3][C:2]([I:1])=[CH:7][CH:6]=1. The reactants are [I:1][C:2]1[CH:7]=[CH:6][C:5]([CH2:8][C:9]([OH:11])=[O:10])=[CH:4][CH:3]=1.S(Cl)(Cl)=O.[CH3:16]O. (2) The reactants are [NH2:1][C:2]1[C:7]([F:8])=[CH:6][C:5]([Br:9])=[CH:4][C:3]=1[CH2:10][OH:11]. The catalyst is ClCCl.[O-2].[Mn+2]. The product is [NH2:1][C:2]1[C:7]([F:8])=[CH:6][C:5]([Br:9])=[CH:4][C:3]=1[CH:10]=[O:11]. The yield is 0.850. (3) The reactants are [CH:1]12[CH2:10][CH:5]3[CH2:6][CH:7]([CH2:9][CH:3]([CH2:4]3)[CH:2]1[NH:11][C:12](=[O:20])[CH2:13][N:14]1[CH2:19][CH2:18][NH:17][CH2:16][CH2:15]1)[CH2:8]2.C(=O)([O-])[O-].[Na+].[Na+].Cl[C:28]1[CH:33]=[CH:32][C:31]([Cl:34])=[CH:30][N:29]=1. The catalyst is CS(C)=O. The product is [CH:1]12[CH2:10][CH:5]3[CH2:6][CH:7]([CH2:9][CH:3]([CH2:4]3)[CH:2]1[NH:11][C:12](=[O:20])[CH2:13][N:14]1[CH2:19][CH2:18][N:17]([C:28]3[CH:33]=[CH:32][C:31]([Cl:34])=[CH:30][N:29]=3)[CH2:16][CH2:15]1)[CH2:8]2. The yield is 0.500.